Regression/Classification. Given a drug SMILES string, predict its absorption, distribution, metabolism, or excretion properties. Task type varies by dataset: regression for continuous measurements (e.g., permeability, clearance, half-life) or binary classification for categorical outcomes (e.g., BBB penetration, CYP inhibition). Dataset: cyp3a4_veith. From a dataset of CYP3A4 inhibition data for predicting drug metabolism from PubChem BioAssay. The molecule is Cc1cc(C)cc(-n2c(O)c(C=NC3CCS(=O)(=O)C3)c3ccccc3c2=O)c1. The result is 1 (inhibitor).